Task: Predict the reactants needed to synthesize the given product.. Dataset: Full USPTO retrosynthesis dataset with 1.9M reactions from patents (1976-2016) Given the product [ClH:43].[CH3:31][O:30][C:26]1[CH:25]=[C:24]([S:23][C:8]2[C:9]([NH:12][C:13]3[S:17][N:16]=[C:15]([CH:18]4[CH2:22][CH2:21][CH2:20][O:19]4)[N:14]=3)=[N:10][CH:11]=[C:6]([O:5][C:4]3[CH:32]=[CH:33][CH:34]=[CH:2][CH:3]=3)[CH:7]=2)[CH:29]=[CH:28][CH:27]=1, predict the reactants needed to synthesize it. The reactants are: Br[C:2]1[CH:3]=[C:4]([CH:32]=[CH:33][CH:34]=1)[O:5][C:6]1[CH:7]=[C:8]([S:23][C:24]2[CH:29]=[CH:28][CH:27]=[C:26]([O:30][CH3:31])[CH:25]=2)[C:9]([NH:12][C:13]2[S:17][N:16]=[C:15]([CH:18]3[CH2:22][CH2:21][CH2:20][O:19]3)[N:14]=2)=[N:10][CH:11]=1.C[Li].C([Li])CCC.[NH4+].[Cl-:43].